This data is from Forward reaction prediction with 1.9M reactions from USPTO patents (1976-2016). The task is: Predict the product of the given reaction. (1) Given the reactants [C:1]([NH:4][C:5]1[CH:10]=[C:9]([Cl:11])[CH:8]=[CH:7][C:6]=1/[CH:12]=[CH:13]/[C:14]([OH:16])=O)(=[O:3])[CH3:2].CCN=C=NCCCN(C)C.C1C=CC2N(O)N=NC=2C=1.[F:38][C:39]1[CH:53]=[CH:52][C:42]([CH2:43][N:44]2[CH2:49][CH2:48][NH:47][C@H:46]([CH2:50][OH:51])[CH2:45]2)=[CH:41][CH:40]=1, predict the reaction product. The product is: [Cl:11][C:9]1[CH:8]=[CH:7][C:6](/[CH:12]=[CH:13]/[C:14]([N:47]2[CH2:48][CH2:49][N:44]([CH2:43][C:42]3[CH:41]=[CH:40][C:39]([F:38])=[CH:53][CH:52]=3)[CH2:45][C@H:46]2[CH2:50][OH:51])=[O:16])=[C:5]([NH:4][C:1](=[O:3])[CH3:2])[CH:10]=1. (2) Given the reactants C1(C(=CC=CC=1)O)O.[C:9]12(O)[CH2:18][CH:13]3[CH2:14][CH:15]([CH2:17][C:11](O)([CH2:12]3)[CH2:10]1)[CH2:16]2, predict the reaction product. The product is: [CH:9]12[CH2:18][CH:13]3[CH2:14][CH:15]([CH2:17][CH:11]([CH2:12]3)[CH2:10]1)[CH2:16]2. (3) Given the reactants [Cl:1][C:2]1[C:14]([NH:15][CH2:16][C:17]2[CH:22]=[C:21]([C:23]3[CH:28]=[CH:27][CH:26]=[C:25]([F:29])[CH:24]=3)[CH:20]=[CH:19][C:18]=2[F:30])=[C:13]([F:31])[CH:12]=[CH:11][C:3]=1[O:4][CH2:5][C:6]([O:8]CC)=[O:7].[Li+].[OH-], predict the reaction product. The product is: [Cl:1][C:2]1[C:14]([NH:15][CH2:16][C:17]2[CH:22]=[C:21]([C:23]3[CH:28]=[CH:27][CH:26]=[C:25]([F:29])[CH:24]=3)[CH:20]=[CH:19][C:18]=2[F:30])=[C:13]([F:31])[CH:12]=[CH:11][C:3]=1[O:4][CH2:5][C:6]([OH:8])=[O:7]. (4) Given the reactants [C:1]([C:5]1[N:9]=[C:8]([CH:10]([OH:35])[CH:11]([NH:14][C:15]([CH:17]([NH:26][C:27]([N:29]2[CH2:34][CH2:33][O:32][CH2:31][CH2:30]2)=[O:28])[CH2:18][S:19]([CH2:22][CH:23]([CH3:25])[CH3:24])(=[O:21])=[O:20])=[O:16])[CH2:12][CH3:13])[O:7][N:6]=1)([CH3:4])([CH3:3])[CH3:2].CC(OI1(OC(C)=O)(OC(C)=O)OC(=O)C2C=CC=CC1=2)=O.C(=O)(O)[O-].[Na+].S([O-])([O-])(=O)=S.[Na+].[Na+], predict the reaction product. The product is: [C:1]([C:5]1[N:9]=[C:8]([C:10]([CH:11]([NH:14][C:15]([CH:17]([NH:26][C:27]([N:29]2[CH2:30][CH2:31][O:32][CH2:33][CH2:34]2)=[O:28])[CH2:18][S:19]([CH2:22][CH:23]([CH3:24])[CH3:25])(=[O:21])=[O:20])=[O:16])[CH2:12][CH3:13])=[O:35])[O:7][N:6]=1)([CH3:4])([CH3:2])[CH3:3]. (5) The product is: [Cl:1][C:2]1[CH:3]=[C:4]([C:11]([F:13])([F:14])[F:12])[C:5]2[C:6](=[N:8][N:9]([CH3:17])[CH:10]=2)[N:7]=1. Given the reactants [Cl:1][C:2]1[N:7]=[C:6]2[NH:8][N:9]=[CH:10][C:5]2=[C:4]([C:11]([F:14])([F:13])[F:12])[CH:3]=1.CI.[C:17](=O)([O-])[O-].[Cs+].[Cs+].O, predict the reaction product. (6) The product is: [Cl:12][C:5]1[CH:4]=[CH:3][C:2]([N:19]2[CH2:20][CH2:21][N:16]([CH2:13][CH2:14][CH3:15])[CH2:17][CH2:18]2)=[CH:7][C:6]=1[C:8]([F:11])([F:10])[F:9]. Given the reactants Br[C:2]1[CH:3]=[CH:4][C:5]([Cl:12])=[C:6]([C:8]([F:11])([F:10])[F:9])[CH:7]=1.[CH2:13]([N:16]1[CH2:21][CH2:20][NH:19][CH2:18][CH2:17]1)[CH2:14][CH3:15].CC(C)([O-])C.[Na+], predict the reaction product. (7) Given the reactants Br[C:2]1[CH:3]=[C:4]([CH:9]=[O:10])[S:5][C:6]=1[O:7][CH3:8].C([Sn](CCCC)(CCCC)[C:16]1[S:17][CH:18]=[CH:19][CH:20]=1)CCC.C1C=CC(P(C2C=CC=CC=2)C2C=CC=CC=2)=CC=1, predict the reaction product. The product is: [CH3:8][O:7][C:6]1[S:5][C:4]([CH:9]=[O:10])=[CH:3][C:2]=1[C:16]1[S:17][CH:18]=[CH:19][CH:20]=1.